This data is from Full USPTO retrosynthesis dataset with 1.9M reactions from patents (1976-2016). The task is: Predict the reactants needed to synthesize the given product. (1) Given the product [C:1]([O:5][C:6]([NH:8][C:9]1[O:17][C:16]2[C:11](=[N:12][CH:13]=[C:14]([CH2:18][N:19]3[CH2:20][C:21]([F:23])([F:24])[CH2:22]3)[CH:15]=2)[C:10]=1[C:25]([OH:27])=[O:26])=[O:7])([CH3:4])([CH3:2])[CH3:3], predict the reactants needed to synthesize it. The reactants are: [C:1]([O:5][C:6]([N:8](C(OC(C)(C)C)=O)[C:9]1[O:17][C:16]2[C:11](=[N:12][CH:13]=[C:14]([CH2:18][N:19]3[CH2:22][C:21]([F:24])([F:23])[CH2:20]3)[CH:15]=2)[C:10]=1[C:25]([O:27]C)=[O:26])=[O:7])([CH3:4])([CH3:3])[CH3:2].O[Li].O.O.Cl. (2) Given the product [Cl:1][C:2]1[CH:3]=[C:4]2[C:10]([C:11]3[N:16]=[C:15]([NH:17][CH:18]4[CH2:22][CH2:21][N:20]([C:28]([O:37][CH2:38][C@H:39]5[CH2:43][CH2:42][O:41][CH2:40]5)=[O:29])[CH2:19]4)[C:14]([F:27])=[CH:13][N:12]=3)=[CH:9][NH:8][C:5]2=[N:6][CH:7]=1, predict the reactants needed to synthesize it. The reactants are: [Cl:1][C:2]1[CH:3]=[C:4]2[C:10]([C:11]3[N:16]=[C:15]([NH:17][C@H:18]4[CH2:22][CH2:21][N:20](S(C)(=O)=O)[CH2:19]4)[C:14]([F:27])=[CH:13][N:12]=3)=[CH:9][NH:8][C:5]2=[N:6][CH:7]=1.[C:28](=O)([O:37][CH2:38][CH:39]1[CH2:43][CH2:42][O:41][CH2:40]1)[O:29]N1C(=O)CCC1=O. (3) Given the product [CH3:17][O:18][C:8](=[O:9])[CH2:7][CH2:6][O:5][C:4]([F:15])([F:3])[F:1], predict the reactants needed to synthesize it. The reactants are: [F-:1].[Na+].[F:3][C:4](F)([F:15])[O:5][C:6](F)(F)[C:7](F)(F)[C:8](F)=[O:9].[CH3:17][OH:18].